Dataset: Full USPTO retrosynthesis dataset with 1.9M reactions from patents (1976-2016). Task: Predict the reactants needed to synthesize the given product. (1) Given the product [C:1]([O:5][C:6]([N:8]([CH:22]([CH3:24])[CH3:23])[CH2:9][CH:10]([C:15]1[CH:20]=[CH:19][C:18]([Cl:21])=[CH:17][CH:16]=1)[C:11]([O-:13])=[O:12])=[O:7])([CH3:3])([CH3:4])[CH3:2].[K+:26], predict the reactants needed to synthesize it. The reactants are: [C:1]([O:5][C:6]([N:8]([CH:22]([CH3:24])[CH3:23])[CH2:9][CH:10]([C:15]1[CH:20]=[CH:19][C:18]([Cl:21])=[CH:17][CH:16]=1)[C:11]([O:13]C)=[O:12])=[O:7])([CH3:4])([CH3:3])[CH3:2].O([Si](C)(C)C)[K:26]. (2) Given the product [CH3:16][C:17]([CH3:21])([CH3:20])[C:18]#[C:19][C:2]1[CH:3]=[N:4][N:5]([C:7]2[CH:12]=[CH:11][CH:10]=[CH:9][C:8]=2[N+:13]([O-:15])=[O:14])[CH:6]=1, predict the reactants needed to synthesize it. The reactants are: I[C:2]1[CH:3]=[N:4][N:5]([C:7]2[CH:12]=[CH:11][CH:10]=[CH:9][C:8]=2[N+:13]([O-:15])=[O:14])[CH:6]=1.[CH3:16][C:17]([CH3:21])([CH3:20])[C:18]#[CH:19].O. (3) Given the product [Br:1][C:2]1[CH:3]=[C:4]([CH:8]=[C:9]([I:11])[CH:10]=1)[C:5]([NH:14][CH3:12])=[O:6], predict the reactants needed to synthesize it. The reactants are: [Br:1][C:2]1[CH:3]=[C:4]([CH:8]=[C:9]([I:11])[CH:10]=1)[C:5](O)=[O:6].[CH2:12]([N:14](CC)CC)C.ON1C2C=CC=CC=2N=N1.Cl.CN.Cl.CN(C)CCCN=C=NCC. (4) Given the product [NH2:8][C:9]1[C:10]([CH3:34])=[C:11]([C:12](=[O:13])[CH2:14][C:22]([CH:24]2[CH2:26][CH2:25]2)=[O:23])[CH:27]=[CH:28][C:29]=1[C:30]([F:31])([F:32])[F:33], predict the reactants needed to synthesize it. The reactants are: FC(F)(F)C(O)=O.[NH2:8][C:9]1[C:10]([CH3:34])=[C:11]([CH:27]=[CH:28][C:29]=1[C:30]([F:33])([F:32])[F:31])[C:12]([CH:14]([C:22]([CH:24]1[CH2:26][CH2:25]1)=[O:23])C(OC(C)(C)C)=O)=[O:13]. (5) Given the product [OH2:4].[C:9](#[N:8])[CH3:10].[C:53]([O-:56])(=[O:55])[CH3:54].[NH4+:34], predict the reactants needed to synthesize it. The reactants are: FC(F)(F)C([OH:4])=[O:4].[NH2:8][C@@H:9]1[CH2:10][CH2:9][N:8]([CH2:10][CH2:9][N:8]2C3C(=CC=C(C#N)C=3)C=CC2=[O:4])C[C@@H:10]1F.C([N:34](CC)C(C)C)(C)C.O=C1COC2C=CC(C=O)=NC=2N1.[C:53]([O:56][BH-]([O:56][C:53](=[O:55])[CH3:54])[O:56][C:53](=[O:55])[CH3:54])(=[O:55])[CH3:54].[Na+]. (6) Given the product [N:25]1[CH:30]=[CH:29][CH:28]=[C:27]([CH2:31][NH:32][S:33]([C:36]2[S:37][C:38]([C:13]#[C:12][C:11]3[CH:10]=[N:9][N:8]4[C:3]([CH:2]([F:1])[F:24])=[CH:4][C:5]([C:14]5[CH:19]=[CH:18][C:17]([C:20]([F:23])([F:22])[F:21])=[CH:16][CH:15]=5)=[N:6][C:7]=34)=[CH:39][CH:40]=2)(=[O:35])=[O:34])[CH:26]=1, predict the reactants needed to synthesize it. The reactants are: [F:1][CH:2]([F:24])[C:3]1[N:8]2[N:9]=[CH:10][C:11]([C:12]#[CH:13])=[C:7]2[N:6]=[C:5]([C:14]2[CH:19]=[CH:18][C:17]([C:20]([F:23])([F:22])[F:21])=[CH:16][CH:15]=2)[CH:4]=1.[N:25]1[CH:30]=[CH:29][CH:28]=[C:27]([CH2:31][NH:32][S:33]([C:36]2[S:37][C:38](Br)=[CH:39][CH:40]=2)(=[O:35])=[O:34])[CH:26]=1.